From a dataset of Full USPTO retrosynthesis dataset with 1.9M reactions from patents (1976-2016). Predict the reactants needed to synthesize the given product. The reactants are: [Cl:1][C:2]1[CH:3]=[C:4]([CH:8]=[C:9]([Cl:12])[C:10]=1[OH:11])[C:5](O)=[O:6].O=S(Cl)[Cl:15]. Given the product [Cl:1][C:2]1[CH:3]=[C:4]([CH:8]=[C:9]([Cl:12])[C:10]=1[OH:11])[C:5]([Cl:15])=[O:6], predict the reactants needed to synthesize it.